This data is from Peptide-MHC class I binding affinity with 185,985 pairs from IEDB/IMGT. The task is: Regression. Given a peptide amino acid sequence and an MHC pseudo amino acid sequence, predict their binding affinity value. This is MHC class I binding data. (1) The MHC is HLA-B15:01 with pseudo-sequence HLA-B15:01. The peptide sequence is ALEPGFKDY. The binding affinity (normalized) is 0.429. (2) The peptide sequence is RVRAYTYSK. The binding affinity (normalized) is 0.213. The MHC is HLA-A66:01 with pseudo-sequence HLA-A66:01.